This data is from Full USPTO retrosynthesis dataset with 1.9M reactions from patents (1976-2016). The task is: Predict the reactants needed to synthesize the given product. (1) Given the product [C:34]([C:32]1[CH:31]=[C:28]([CH:29]=[O:30])[C:27]([OH:38])=[C:26]([C:43]2[CH:42]=[CH:41][C:40]([F:39])=[C:45]([F:46])[CH:44]=2)[CH:33]=1)([CH3:37])([CH3:36])[CH3:35], predict the reactants needed to synthesize it. The reactants are: C(C1C=C(C=O)C(O)=C(C2C=CC(OC(F)(F)F)=CC=2)C=1)(C)(C)C.Br[C:26]1[C:27]([OH:38])=[C:28]([CH:31]=[C:32]([C:34]([CH3:37])([CH3:36])[CH3:35])[CH:33]=1)[CH:29]=[O:30].[F:39][C:40]1[CH:41]=[C:42](B(O)O)[CH:43]=[CH:44][C:45]=1[F:46]. (2) Given the product [C:43]([O:47][C:48]([CH2:49][NH:50][C:8]([CH2:7][O:6][C:5]1[CH:4]=[C:3]([CH:13]=[CH:12][CH:11]=1)[CH:1]=[O:2])=[O:10])=[O:51])([CH3:46])([CH3:45])[CH3:44], predict the reactants needed to synthesize it. The reactants are: [CH:1]([C:3]1[CH:4]=[C:5]([CH:11]=[CH:12][CH:13]=1)[O:6][CH2:7][C:8]([OH:10])=O)=[O:2].CN(C(ON1N=NC2C=CC=CC1=2)=[N+](C)C)C.[B-](F)(F)(F)F.C(N(CC)CC)C.[C:43]([O:47][C:48](=[O:51])[CH2:49][NH2:50])([CH3:46])([CH3:45])[CH3:44]. (3) Given the product [CH:13]([CH:14]([NH:18][C:19](=[O:27])[C:20]1[CH:21]=[CH:22][C:23]([CH3:26])=[CH:24][CH:25]=1)[CH:15]([CH3:17])[CH3:16])=[O:12], predict the reactants needed to synthesize it. The reactants are: C1C=C[NH+]=CC=1.[O-][Cr](Cl)(=O)=O.[OH:12][CH2:13][CH:14]([NH:18][C:19](=[O:27])[C:20]1[CH:25]=[CH:24][C:23]([CH3:26])=[CH:22][CH:21]=1)[CH:15]([CH3:17])[CH3:16]. (4) The reactants are: I[C:2]1[N:3]=[CH:4][N:5]([C:7]([C:20]2[CH:25]=[CH:24][CH:23]=[CH:22][CH:21]=2)([C:14]2[CH:19]=[CH:18][CH:17]=[CH:16][CH:15]=2)[C:8]2[CH:13]=[CH:12][CH:11]=[CH:10][CH:9]=2)[CH:6]=1.C([Mg]Br)C.[CH2:30]([Sn:34](Cl)([CH2:39][CH2:40][CH2:41][CH3:42])[CH2:35][CH2:36][CH2:37][CH3:38])[CH2:31][CH2:32][CH3:33]. Given the product [CH2:39]([Sn:34]([CH2:30][CH2:31][CH2:32][CH3:33])([CH2:35][CH2:36][CH2:37][CH3:38])[C:2]1[N:3]=[CH:4][N:5]([C:7]([C:20]2[CH:25]=[CH:24][CH:23]=[CH:22][CH:21]=2)([C:14]2[CH:19]=[CH:18][CH:17]=[CH:16][CH:15]=2)[C:8]2[CH:13]=[CH:12][CH:11]=[CH:10][CH:9]=2)[CH:6]=1)[CH2:40][CH2:41][CH3:42], predict the reactants needed to synthesize it. (5) Given the product [N:3]1[C:12]2[CH:11]=[CH:10][CH:9]=[C:8]([S:13]([NH2:1])(=[O:15])=[O:14])[C:7]=2[CH:6]=[CH:5][CH:4]=1, predict the reactants needed to synthesize it. The reactants are: [NH4+:1].[OH-].[N:3]1[C:12]2[CH:11]=[CH:10][CH:9]=[C:8]([S:13](Cl)(=[O:15])=[O:14])[C:7]=2[CH:6]=[CH:5][CH:4]=1.O.